From a dataset of Full USPTO retrosynthesis dataset with 1.9M reactions from patents (1976-2016). Predict the reactants needed to synthesize the given product. Given the product [Cl:1][C:2]1[CH:3]=[CH:4][C:5]([C:23]#[N:24])=[C:6]([C:8]2[C:13]([O:14][CH3:15])=[CH:12][N:11]([CH:16]([CH2:20][CH3:21])[C:17]([NH:25][C:26]3[CH:34]=[C:33]4[C:29]([C:30](=[O:43])[N:31]([CH3:42])[N:32]4[C:35]([O:37][C:38]([CH3:39])([CH3:40])[CH3:41])=[O:36])=[CH:28][CH:27]=3)=[O:18])[C:10](=[O:22])[CH:9]=2)[CH:7]=1, predict the reactants needed to synthesize it. The reactants are: [Cl:1][C:2]1[CH:3]=[CH:4][C:5]([C:23]#[N:24])=[C:6]([C:8]2[C:13]([O:14][CH3:15])=[CH:12][N:11]([CH:16]([CH2:20][CH3:21])[C:17](O)=[O:18])[C:10](=[O:22])[CH:9]=2)[CH:7]=1.[NH2:25][C:26]1[CH:34]=[C:33]2[C:29]([C:30](=[O:43])[N:31]([CH3:42])[N:32]2[C:35]([O:37][C:38]([CH3:41])([CH3:40])[CH3:39])=[O:36])=[CH:28][CH:27]=1.